The task is: Predict which catalyst facilitates the given reaction.. This data is from Catalyst prediction with 721,799 reactions and 888 catalyst types from USPTO. (1) Reactant: Cl[C:2]1[CH:7]=[C:6]([Cl:8])[N:5]=[C:4]([CH3:9])[N:3]=1.[N:10]1([CH2:16][CH2:17][OH:18])[CH2:15][CH2:14][NH:13][CH2:12][CH2:11]1.CCN(C(C)C)C(C)C.O. Product: [Cl:8][C:6]1[N:5]=[C:4]([CH3:9])[N:3]=[C:2]([N:13]2[CH2:14][CH2:15][N:10]([CH2:16][CH2:17][OH:18])[CH2:11][CH2:12]2)[CH:7]=1. The catalyst class is: 12. (2) Reactant: S(C1C=CC(C)=CC=1)(O)(=O)=O.[NH2:12][C@:13]1([C:18]([O:20][CH3:21])=[O:19])[CH2:15][C@H:14]1[CH:16]=[CH2:17].[CH:22]1[N:26]=[CH:25][N:24]([C:27](N2C=NC=C2)=[O:28])[CH:23]=1. Product: [N:24]1([C:27]([NH:12][C@:13]2([C:18]([O:20][CH3:21])=[O:19])[CH2:15][C@H:14]2[CH:16]=[CH2:17])=[O:28])[CH:23]=[CH:22][N:26]=[CH:25]1. The catalyst class is: 1. (3) Reactant: [CH:1]12[CH2:9][CH2:8][CH:4]([C:5](=[O:7])[CH2:6]1)[CH2:3][C:2]2=[O:10].[CH2:11](O)[CH2:12][OH:13].CC1C=CC(S(O)(=O)=O)=CC=1. Product: [O:7]1[CH2:11][CH2:12][O:13][C:5]21[CH2:6][CH:1]1[CH2:9][CH2:8][CH:4]2[CH2:3][C:2]1=[O:10]. The catalyst class is: 11. (4) Reactant: [CH3:1][N:2]([CH2:9][CH2:10][CH2:11][C:12]1[CH:17]=[CH:16][N:15]2[N:18]=[CH:19][CH:20]=[C:14]2[N:13]=1)[C:3](=[O:8])[O:4][CH:5]([CH3:7])[CH3:6].[Br:21]Br. Product: [Br:21][C:20]1[CH:19]=[N:18][N:15]2[CH:16]=[CH:17][C:12]([CH2:11][CH2:10][CH2:9][N:2]([CH3:1])[C:3](=[O:8])[O:4][CH:5]([CH3:7])[CH3:6])=[N:13][C:14]=12. The catalyst class is: 52.